This data is from Catalyst prediction with 721,799 reactions and 888 catalyst types from USPTO. The task is: Predict which catalyst facilitates the given reaction. (1) Reactant: Cl[C:2]1[CH:10]=[CH:9][C:5]([C:6]([OH:8])=[O:7])=[CH:4][N:3]=1.[CH3:11][NH:12][CH3:13]. Product: [CH3:11][N:12]([CH3:13])[C:2]1[CH:10]=[CH:9][C:5]([C:6]([OH:8])=[O:7])=[CH:4][N:3]=1. The catalyst class is: 6. (2) Reactant: C(OC([NH:8][C@@H:9]1[CH2:14][CH2:13][CH2:12][N:11]([C@@H:15]([C:20]2[C:25]([F:26])=[CH:24][CH:23]=[CH:22][C:21]=2[F:27])[C:16]([O:18][CH3:19])=[O:17])[CH2:10]1)=O)(C)(C)C.[ClH:28]. Product: [ClH:28].[NH2:8][C@@H:9]1[CH2:14][CH2:13][CH2:12][N:11]([C@@H:15]([C:20]2[C:25]([F:26])=[CH:24][CH:23]=[CH:22][C:21]=2[F:27])[C:16]([O:18][CH3:19])=[O:17])[CH2:10]1. The catalyst class is: 5. (3) Reactant: [CH2:1]([C:5]1[CH:10]=[CH:9][C:8]([CH:11]([CH3:27])[C:12]([O:14][CH:15]2[CH2:20][O:19]C(C3C=CC=CC=3)[O:17][CH2:16]2)=[O:13])=[CH:7][CH:6]=1)[CH:2]([CH3:4])[CH3:3]. Product: [CH2:1]([C:5]1[CH:10]=[CH:9][C:8]([CH:11]([CH3:27])[C:12]([O:14][CH:15]([CH2:16][OH:17])[CH2:20][OH:19])=[O:13])=[CH:7][CH:6]=1)[CH:2]([CH3:4])[CH3:3]. The catalyst class is: 29. (4) Reactant: Cl[S:2]([C:5]1[C:16]([CH3:17])=[CH:15][C:8]([O:9][CH2:10][C:11]([O:13][CH3:14])=[O:12])=[CH:7][C:6]=1[CH3:18])(=[O:4])=[O:3].[CH3:19][O:20][C:21]1[CH:27]=[CH:26][C:24]([NH2:25])=[C:23]([N+:28]([O-:30])=[O:29])[CH:22]=1.N1C=CC=CC=1. Product: [CH3:14][O:13][C:11](=[O:12])[CH2:10][O:9][C:8]1[CH:15]=[C:16]([CH3:17])[C:5]([S:2]([NH:25][C:24]2[CH:26]=[CH:27][C:21]([O:20][CH3:19])=[CH:22][C:23]=2[N+:28]([O-:30])=[O:29])(=[O:4])=[O:3])=[C:6]([CH3:18])[CH:7]=1. The catalyst class is: 11. (5) Reactant: C([O:3][C:4]([CH:6]1[CH2:11][CH2:10][C:9]([C:12]2[C:17]([CH3:18])=[CH:16][C:15]([Br:19])=[CH:14][N:13]=2)=[CH:8][CH2:7]1)=[O:5])C.[OH-].[Na+]. Product: [Br:19][C:15]1[CH:16]=[C:17]([CH3:18])[C:12]([C:9]2[CH2:10][CH2:11][CH:6]([C:4]([OH:5])=[O:3])[CH2:7][CH:8]=2)=[N:13][CH:14]=1. The catalyst class is: 199. (6) Product: [O:13]=[C:11]([NH:46][C:47]1[CH:52]=[CH:51][CH:50]=[C:49]([NH:53][C:54]([C:56]2[C:57]([NH:71][CH2:72][CH2:73][CH3:74])=[N:58][C:59]([NH:62][CH2:63][CH2:64][C:65]3[CH:66]=[CH:67][N:68]=[CH:69][CH:70]=3)=[N:60][CH:61]=2)=[O:55])[CH:48]=1)[C@@H:9]([NH:8][C:1](=[O:2])[O:3][C:4]([CH3:5])([CH3:6])[CH3:7])[CH3:10]. The catalyst class is: 434. Reactant: [C:1]([NH:8][C@H:9]([C:11]([OH:13])=O)[CH3:10])([O:3][C:4]([CH3:7])([CH3:6])[CH3:5])=[O:2].Cl.C(N=C=NCCCN(C)C)C.O.ON1C2C=CC=CC=2N=N1.C(N(CC)C(C)C)(C)C.[NH2:46][C:47]1[CH:48]=[C:49]([NH:53][C:54]([C:56]2[C:57]([NH:71][CH2:72][CH2:73][CH3:74])=[N:58][C:59]([NH:62][CH2:63][CH2:64][C:65]3[CH:70]=[CH:69][N:68]=[CH:67][CH:66]=3)=[N:60][CH:61]=2)=[O:55])[CH:50]=[CH:51][CH:52]=1.C(=O)([O-])O.[Na+]. (7) Reactant: CN(C(ON1N=NC2C=CC=CC1=2)=[N+](C)C)C.[B-](F)(F)(F)F.C(N(CC)CC)C.[Cl:30][C:31]1[CH:36]=[CH:35][CH:34]=[C:33]([Cl:37])[C:32]=1[C:38]1[C:42]([CH2:43][O:44][C:45]2[N:50]=[C:49]([C:51]([F:54])([F:53])[F:52])[C:48]([N:55]([CH2:57][C:58]3[CH:66]=[CH:65][C:61]([C:62]([OH:64])=[O:63])=[CH:60][CH:59]=3)[CH3:56])=[CH:47][CH:46]=2)=[C:41]([CH:67]([CH3:69])[CH3:68])[O:40][N:39]=1.[OH:70][CH2:71][CH:72]([CH2:74]O)[OH:73]. Product: [Cl:37][C:33]1[CH:34]=[CH:35][CH:36]=[C:31]([Cl:30])[C:32]=1[C:38]1[C:42]([CH2:43][O:44][C:45]2[N:50]=[C:49]([C:51]([F:53])([F:54])[F:52])[C:48]([N:55]([CH2:57][C:58]3[CH:59]=[CH:60][C:61]([C:62]([O:64][CH2:74][CH:72]([OH:73])[CH2:71][OH:70])=[O:63])=[CH:65][CH:66]=3)[CH3:56])=[CH:47][CH:46]=2)=[C:41]([CH:67]([CH3:69])[CH3:68])[O:40][N:39]=1. The catalyst class is: 10. (8) Reactant: [OH-].[Na+].C[O:4][C:5](=[O:24])[CH2:6][C:7]1[C:15]2[C:10](=[N:11][CH:12]=[CH:13][CH:14]=2)[N:9]([C:16]2[CH:21]=[CH:20][C:19]([Cl:22])=[CH:18][CH:17]=2)[C:8]=1[CH3:23]. Product: [Cl:22][C:19]1[CH:18]=[CH:17][C:16]([N:9]2[C:10]3=[N:11][CH:12]=[CH:13][CH:14]=[C:15]3[C:7]([CH2:6][C:5]([OH:24])=[O:4])=[C:8]2[CH3:23])=[CH:21][CH:20]=1. The catalyst class is: 36. (9) Reactant: [F-].C([N+](CCCC)(CCCC)CCCC)CCC.[C:19]([C:21]1[N:22]([Si](C(C)C)(C(C)C)C(C)C)[C:23]2[C:28]([CH:29]=1)=[CH:27][C:26]([N:30]1[C@@H:39]3[C@H:34]([CH2:35][CH2:36][CH2:37][CH2:38]3)[NH:33][C:32]([CH3:41])([CH3:40])[CH2:31]1)=[CH:25][CH:24]=2)#[N:20]. Product: [C:19]([C:21]1[NH:22][C:23]2[C:28]([CH:29]=1)=[CH:27][C:26]([N:30]1[C@@H:39]3[C@H:34]([CH2:35][CH2:36][CH2:37][CH2:38]3)[NH:33][C:32]([CH3:41])([CH3:40])[CH2:31]1)=[CH:25][CH:24]=2)#[N:20]. The catalyst class is: 7. (10) Reactant: [CH3:1][O:2][C:3](=[O:13])[CH2:4][C:5]1[CH:10]=[CH:9][CH:8]=[C:7]([C:11]#[N:12])[CH:6]=1.O1CCOCC1.[H][H].[ClH:22]. Product: [ClH:22].[CH3:1][O:2][C:3](=[O:13])[CH2:4][C:5]1[CH:10]=[CH:9][CH:8]=[C:7]([CH2:11][NH2:12])[CH:6]=1. The catalyst class is: 19.